Dataset: Full USPTO retrosynthesis dataset with 1.9M reactions from patents (1976-2016). Task: Predict the reactants needed to synthesize the given product. (1) The reactants are: [O:1]1[CH2:5][CH2:4][O:3][CH:2]1[C:6]1[CH:7]=[C:8]2[C:12](=[CH:13][CH:14]=1)[N:11]([CH2:15][O:16][CH2:17][CH2:18][Si:19]([CH3:22])([CH3:21])[CH3:20])[N:10]=[C:9]2I.[N:24]1([CH2:30][CH2:31][OH:32])[CH2:29][CH2:28][CH2:27][CH2:26][CH2:25]1. Given the product [O:1]1[CH2:5][CH2:4][O:3][CH:2]1[C:6]1[CH:7]=[C:8]2[C:12](=[CH:13][CH:14]=1)[N:11]([CH2:15][O:16][CH2:17][CH2:18][Si:19]([CH3:22])([CH3:21])[CH3:20])[N:10]=[C:9]2[O:32][CH2:31][CH2:30][N:24]1[CH2:29][CH2:28][CH2:27][CH2:26][CH2:25]1, predict the reactants needed to synthesize it. (2) Given the product [CH3:9][O:10][C:11]1[CH:16]=[C:15]([N:17]=[CH:1][C:2]2[CH:3]=[N:4][CH:5]=[CH:6][CH:7]=2)[CH:14]=[CH:13][N:12]=1, predict the reactants needed to synthesize it. The reactants are: [CH:1](=O)[C:2]1[CH:7]=[CH:6][CH:5]=[N:4][CH:3]=1.[CH3:9][O:10][C:11]1[CH:16]=[C:15]([NH2:17])[CH:14]=[CH:13][N:12]=1.S([O-])([O-])(=O)=O.[Mg+2]. (3) Given the product [CH2:63]([O:3][C@@H:4]1[C@@:9]([OH:16])([C:10]2[CH:15]=[CH:14][CH:13]=[CH:12][CH:11]=2)[CH2:8][CH2:7][N:6]([C:17]([O:19][C:20]([CH3:23])([CH3:22])[CH3:21])=[O:18])[CH2:5]1)[C:64]1[CH:69]=[CH:68][CH:67]=[CH:66][CH:65]=1, predict the reactants needed to synthesize it. The reactants are: [OH-].[Na+].[OH:3][C@@H:4]1[C@@:9]([OH:16])([C:10]2[CH:15]=[CH:14][CH:13]=[CH:12][CH:11]=2)[CH2:8][CH2:7][N:6]([C:17]([O:19][C:20]([CH3:23])([CH3:22])[CH3:21])=[O:18])[CH2:5]1.S([O-])([O-])(=O)=O.C([N+](CCCC)(CCCC)CCCC)CCC.C([N+](CCCC)(CCCC)CCCC)CCC.[CH2:63](Br)[C:64]1[CH:69]=[CH:68][CH:67]=[CH:66][CH:65]=1. (4) Given the product [ClH:23].[I:1][C:2]1[CH:7]=[N:6][C:5]([O:8][CH2:9][CH:10]2[CH2:15][CH2:14][NH:13][CH2:12][CH2:11]2)=[CH:4][N:3]=1, predict the reactants needed to synthesize it. The reactants are: [I:1][C:2]1[N:3]=[CH:4][C:5]([O:8][CH2:9][CH:10]2[CH2:15][CH2:14][N:13](C(OC(C)(C)C)=O)[CH2:12][CH2:11]2)=[N:6][CH:7]=1.[ClH:23].O1CCOCC1. (5) Given the product [CH:12]1([C:4]2[CH:5]=[CH:6][CH:7]=[C:2]([F:1])[CH:3]=2)[CH2:16][CH2:15][CH2:14][CH2:13]1, predict the reactants needed to synthesize it. The reactants are: [F:1][C:2]1[CH:3]=[C:4](B(O)O)[CH:5]=[CH:6][CH:7]=1.Br[CH:12]1[CH2:16][CH2:15][CH2:14][CH2:13]1.CC(C)([O-])C.[K+].C1C=CC(C2C=CN=C3C=2C=CC2C3=NC=CC=2C2C=CC=CC=2)=CC=1.Cl. (6) Given the product [CH3:12][O:13][CH2:14][CH2:15][NH:16][S:8]([CH2:7][C:1]1[CH:6]=[CH:5][CH:4]=[CH:3][CH:2]=1)(=[O:10])=[O:9], predict the reactants needed to synthesize it. The reactants are: [C:1]1([CH2:7][S:8](Cl)(=[O:10])=[O:9])[CH:6]=[CH:5][CH:4]=[CH:3][CH:2]=1.[CH3:12][O:13][CH2:14][CH2:15][NH2:16].